From a dataset of NCI-60 drug combinations with 297,098 pairs across 59 cell lines. Regression. Given two drug SMILES strings and cell line genomic features, predict the synergy score measuring deviation from expected non-interaction effect. Drug 1: CCCCC(=O)OCC(=O)C1(CC(C2=C(C1)C(=C3C(=C2O)C(=O)C4=C(C3=O)C=CC=C4OC)O)OC5CC(C(C(O5)C)O)NC(=O)C(F)(F)F)O. Drug 2: CC12CCC3C(C1CCC2OP(=O)(O)O)CCC4=C3C=CC(=C4)OC(=O)N(CCCl)CCCl.[Na+]. Cell line: PC-3. Synergy scores: CSS=13.3, Synergy_ZIP=-3.11, Synergy_Bliss=-3.38, Synergy_Loewe=-38.8, Synergy_HSA=-2.35.